This data is from Full USPTO retrosynthesis dataset with 1.9M reactions from patents (1976-2016). The task is: Predict the reactants needed to synthesize the given product. (1) Given the product [OH:23][CH2:22][CH2:21][O:20][C:16]1[CH:17]=[C:18]([CH3:19])[C:13]([C:10]2[CH:11]=[CH:12][C:7]([CH2:6][C:5]([OH:28])=[O:4])=[CH:8][CH:9]=2)=[C:14]([CH3:27])[CH:15]=1, predict the reactants needed to synthesize it. The reactants are: [OH-].[Na+].C[O:4][C:5](=[O:28])[CH2:6][C:7]1[CH:12]=[CH:11][C:10]([C:13]2[C:18]([CH3:19])=[CH:17][C:16]([O:20][CH2:21][CH2:22][O:23]C(=O)C)=[CH:15][C:14]=2[CH3:27])=[CH:9][CH:8]=1.Cl. (2) Given the product [F:16][C:17]([F:30])([F:29])[S:18]([O:8][C:5]1[CH2:6][CH2:7][N:2]([CH3:1])[C:3](=[O:9])[CH:4]=1)(=[O:20])=[O:19], predict the reactants needed to synthesize it. The reactants are: [CH3:1][N:2]1[CH2:7][CH2:6][C:5](=[O:8])[CH2:4][C:3]1=[O:9].N1C=CC=CC=1.[F:16][C:17]([F:30])([F:29])[S:18](O[S:18]([C:17]([F:30])([F:29])[F:16])(=[O:20])=[O:19])(=[O:20])=[O:19].